From a dataset of Full USPTO retrosynthesis dataset with 1.9M reactions from patents (1976-2016). Predict the reactants needed to synthesize the given product. (1) Given the product [Cl:1][C:2]1[CH:10]=[CH:9][CH:8]=[C:7]([F:11])[C:3]=1[C:4]([NH:21][CH2:20][CH:19]([C:16]1[CH:17]=[N:18][C:13]([CH3:12])=[N:14][CH:15]=1)[N:22]1[CH2:28][CH2:27][CH2:26][O:25][CH2:24][CH2:23]1)=[O:6], predict the reactants needed to synthesize it. The reactants are: [Cl:1][C:2]1[CH:10]=[CH:9][CH:8]=[C:7]([F:11])[C:3]=1[C:4]([OH:6])=O.[CH3:12][C:13]1[N:18]=[CH:17][C:16]([CH:19]([N:22]2[CH2:28][CH2:27][CH2:26][O:25][CH2:24][CH2:23]2)[CH2:20][NH2:21])=[CH:15][N:14]=1. (2) Given the product [CH2:10]1[C:11]2[C:16](=[CH:15][CH:14]=[CH:13][CH:12]=2)[CH2:17][CH2:18][N:9]1[CH2:8][CH:7]([OH:19])[CH2:6][O:5][C:4]1[CH:20]=[CH:21][CH:22]=[C:2]([C:30]2[CH:31]=[CH:32][C:27]3[N:26]=[CH:25][N:24]([CH3:23])[C:28]=3[CH:29]=2)[CH:3]=1, predict the reactants needed to synthesize it. The reactants are: Br[C:2]1[CH:3]=[C:4]([CH:20]=[CH:21][CH:22]=1)[O:5][CH2:6][CH:7]([OH:19])[CH2:8][N:9]1[CH2:18][CH2:17][C:16]2[C:11](=[CH:12][CH:13]=[CH:14][CH:15]=2)[CH2:10]1.[CH3:23][N:24]1[C:28]2[CH:29]=[C:30](B3OC(C)(C)C(C)(C)O3)[CH:31]=[CH:32][C:27]=2[N:26]=[CH:25]1.C([O-])([O-])=O.[Cs+].[Cs+]. (3) Given the product [CH3:50][O:49][C:47](=[O:48])[N:11]([CH2:12][C:13]1[CH:14]=[C:15]([C:23]([F:26])([F:25])[F:24])[CH:16]=[C:17]([C:19]([F:20])([F:21])[F:22])[CH:18]=1)[CH2:10][C:9]1[CH:27]=[C:28]([C:31]([F:32])([F:33])[F:34])[CH:29]=[CH:30][C:8]=1[CH:7]([CH:1]1[CH2:6][CH2:5][CH2:4][CH2:3][CH2:2]1)[O:35][CH3:36], predict the reactants needed to synthesize it. The reactants are: [CH:1]1([CH:7]([O:35][CH3:36])[C:8]2[CH:30]=[CH:29][C:28]([C:31]([F:34])([F:33])[F:32])=[CH:27][C:9]=2[CH2:10][NH:11][CH2:12][C:13]2[CH:18]=[C:17]([C:19]([F:22])([F:21])[F:20])[CH:16]=[C:15]([C:23]([F:26])([F:25])[F:24])[CH:14]=2)[CH2:6][CH2:5][CH2:4][CH2:3][CH2:2]1.C(N(C(C)C)CC)(C)C.Cl[C:47]([O:49][CH3:50])=[O:48]. (4) The reactants are: [H-].[Na+].[Br:3][C:4]1[C:5]([CH3:11])=[CH:6][C:7]([OH:10])=[N:8][CH:9]=1.CC1C=CC(S(O[CH2:23][CH2:24][C:25]([OH:28])([CH3:27])[CH3:26])(=O)=O)=CC=1.[Cl-].[NH4+]. Given the product [Br:3][C:4]1[C:5]([CH3:11])=[CH:6][C:7]([O:10][CH2:23][CH2:24][C:25]([CH3:27])([OH:28])[CH3:26])=[N:8][CH:9]=1, predict the reactants needed to synthesize it. (5) Given the product [CH2:1]([O:8][C:87]1[CH:88]=[CH:89][CH:90]=[CH:91][C:86]=1[O:85][C:83]1[CH2:84][N:80]([C@@H:75]([CH2:76][CH:77]2[CH2:78][CH2:38][CH2:37][CH2:36][CH2:79]2)[C:74]([NH:73][C:70]2[CH:71]=[CH:72][N:68]([CH2:67][C:66]([OH:65])([CH3:45])[CH3:96])[N:69]=2)=[O:95])[C:81](=[O:94])[CH:82]=1)[C:2]1[CH:7]=[CH:6][CH:5]=[CH:4][CH:3]=1, predict the reactants needed to synthesize it. The reactants are: [CH2:1]([O:8]C1C=CC=CC=1OC1CN([C@@H](CC2CCCCC2)C(O)=O)C(=O)C=1)[C:2]1[CH:7]=[CH:6][CH:5]=[CH:4][CH:3]=1.Cl.CN(C)[CH2:36][CH2:37][CH2:38]N=C=NCC.[CH:45](N(CC)C(C)C)(C)C.ON1C2C=CC=CC=2N=N1.Cl.[OH:65][C@@H:66]([CH2:96]O)[CH2:67][N:68]1[CH:72]=[CH:71][C:70]([NH:73][C:74](=[O:95])[C@@H:75]([N:80]2[CH2:84][C:83]([O:85][C:86]3[CH:91]=[CH:90][CH:89]=[C:88](Cl)[C:87]=3Cl)=[CH:82][C:81]2=[O:94])[CH2:76][CH:77]([CH3:79])[CH3:78])=[N:69]1. (6) Given the product [CH3:21][C:22]1([CH3:30])[O:27][CH2:26][C:25]([NH:29][C:1](=[O:20])[CH2:2][CH2:3][CH2:4][CH2:5][CH2:6][CH2:7][CH2:8][CH2:9][CH2:10][CH2:11][CH2:12][CH2:13][CH2:14][CH2:15][CH2:16][CH2:17][CH3:18])([CH3:28])[CH2:24][O:23]1, predict the reactants needed to synthesize it. The reactants are: [C:1]([OH:20])(=O)[CH2:2][CH2:3][CH2:4][CH2:5][CH2:6][CH2:7][CH2:8][CH2:9][CH2:10][CH2:11][CH2:12][CH2:13][CH2:14][CH2:15][CH2:16][CH2:17][CH3:18].[CH3:21][C:22]1([CH3:30])[O:27][CH2:26][C:25]([NH2:29])([CH3:28])[CH2:24][O:23]1.OC1C2N=NNC=2C=CC=1.CCN=C=NCCCN(C)C.Cl.Cl.